This data is from Forward reaction prediction with 1.9M reactions from USPTO patents (1976-2016). The task is: Predict the product of the given reaction. (1) The product is: [NH2:8][C@@H:9]([C@H:15]([OH:19])[CH:16]([CH3:18])[CH3:17])[C:10]([O:12][CH2:13][CH3:14])=[O:11]. Given the reactants C([N:8](CC1C=CC=CC=1)[C@@H:9]([C@H:15]([OH:19])[CH:16]([CH3:18])[CH3:17])[C:10]([O:12][CH2:13][CH3:14])=[O:11])C1C=CC=CC=1, predict the reaction product. (2) Given the reactants [NH2:1][C@H:2]1[CH2:6][CH2:5][N:4]([C:7]2[S:8][C:9]([C:13]([O:15][CH2:16][CH3:17])=[O:14])=[C:10]([CH3:12])[N:11]=2)[CH2:3]1.[Cl:18][C:19]1[N:20]=[C:21]([C:26](O)=[O:27])[NH:22][C:23]=1[CH2:24][CH3:25].CCN=C=NCCCN(C)C.Cl.ON1C2C=CC=CC=2N=N1.CN1CCOCC1, predict the reaction product. The product is: [Cl:18][C:19]1[N:20]=[C:21]([C:26]([NH:1][C@H:2]2[CH2:6][CH2:5][N:4]([C:7]3[S:8][C:9]([C:13]([O:15][CH2:16][CH3:17])=[O:14])=[C:10]([CH3:12])[N:11]=3)[CH2:3]2)=[O:27])[NH:22][C:23]=1[CH2:24][CH3:25]. (3) Given the reactants [C:1]([O:5][C:6]([N:8]1[CH2:13][CH2:12][CH:11]([O:14][C:15]2[CH:23]=[C:22]([S:24][CH3:25])[CH:21]=[CH:20][C:16]=2[C:17]([OH:19])=O)[CH2:10][CH2:9]1)=[O:7])([CH3:4])([CH3:3])[CH3:2].N1C=CC=CC=1.C(Cl)(=O)C(Cl)=O.[NH2:38][C:39]1[C:40]([C:45]([NH:47][C:48]2[CH:53]=[CH:52][C:51]([Cl:54])=[CH:50][N:49]=2)=[O:46])=[N:41][CH:42]=[CH:43][CH:44]=1, predict the reaction product. The product is: [C:1]([O:5][C:6]([N:8]1[CH2:9][CH2:10][CH:11]([O:14][C:15]2[CH:23]=[C:22]([S:24][CH3:25])[CH:21]=[CH:20][C:16]=2[C:17]([NH:38][C:39]2[C:40]([C:45]([NH:47][C:48]3[CH:53]=[CH:52][C:51]([Cl:54])=[CH:50][N:49]=3)=[O:46])=[N:41][CH:42]=[CH:43][CH:44]=2)=[O:19])[CH2:12][CH2:13]1)=[O:7])([CH3:3])([CH3:2])[CH3:4]. (4) Given the reactants [N+:1]([C:4]1[CH:9]=[CH:8][C:7]([C:10]2[C:11](=[O:16])[NH:12][CH:13]=[CH:14][CH:15]=2)=[CH:6][CH:5]=1)([O-:3])=[O:2].[CH2:17]([O:19][C:20](=[O:31])[CH2:21][CH2:22][C:23]1[CH:28]=[CH:27][C:26]([CH2:29]Cl)=[CH:25][CH:24]=1)[CH3:18].C(=O)([O-])[O-].[Cs+].[Cs+], predict the reaction product. The product is: [CH2:17]([O:19][C:20](=[O:31])[CH2:21][CH2:22][C:23]1[CH:24]=[CH:25][C:26]([CH2:29][N:12]2[CH:13]=[CH:14][CH:15]=[C:10]([C:7]3[CH:8]=[CH:9][C:4]([N+:1]([O-:3])=[O:2])=[CH:5][CH:6]=3)[C:11]2=[O:16])=[CH:27][CH:28]=1)[CH3:18]. (5) The product is: [OH:1][C:2]1[CH:3]=[C:4]2[C:9](=[CH:10][CH:11]=1)[CH:8]=[C:7]([C:12]([NH:22][CH2:15][C:16]1[CH:21]=[CH:20][CH:19]=[CH:18][CH:17]=1)=[O:14])[CH:6]=[CH:5]2. Given the reactants [OH:1][C:2]1[CH:3]=[C:4]2[C:9](=[CH:10][CH:11]=1)[CH:8]=[C:7]([C:12]([OH:14])=O)[CH:6]=[CH:5]2.[CH2:15]([NH2:22])[C:16]1[CH:21]=[CH:20][CH:19]=[CH:18][CH:17]=1.C(Cl)CCl, predict the reaction product. (6) Given the reactants [CH:1]([N:14]1[CH2:17][CH:16](OS(C)(=O)=O)[CH2:15]1)([C:8]1[CH:13]=[CH:12][CH:11]=[CH:10][CH:9]=1)[C:2]1[CH:7]=[CH:6][CH:5]=[CH:4][CH:3]=1.[N-:23]=[N+]=[N-].[Na+].C([O-])(O)=O.[Na+].C1(P(C2C=CC=CC=2)C2C=CC=CC=2)C=CC=CC=1.[NH4+].[OH-], predict the reaction product. The product is: [CH:1]([N:14]1[CH2:17][CH:16]([NH2:23])[CH2:15]1)([C:8]1[CH:13]=[CH:12][CH:11]=[CH:10][CH:9]=1)[C:2]1[CH:7]=[CH:6][CH:5]=[CH:4][CH:3]=1.